Task: Predict the reaction yield, written as a fraction of the theoretical maximum amount of product (1.0 means a 100% yield; for example, 0.34 means a 34% yield).. Dataset: Reaction yield outcomes from USPTO patents with 853,638 reactions The reactants are [NH2:1][C:2]1[N:6]([C:7]2[CH:12]=[CH:11][CH:10]=[CH:9][CH:8]=2)[N:5]=[C:4]([C:13]([NH:15][CH3:16])=[O:14])[C:3]=1[CH3:17].C1(C2C=CC([CH2:27][O:28]C)=CC=2CN)CC1.[CH3:32][O:33][CH2:34][C:35]1[CH:36]=[CH:37][C:38]([O:43][CH2:44][C:45]([F:48])([F:47])[F:46])=[C:39]([CH2:41][NH2:42])[CH:40]=1. No catalyst specified. The product is [CH3:32][O:33][CH2:34][C:35]1[CH:36]=[CH:37][C:38]([O:43][CH2:44][C:45]([F:46])([F:47])[F:48])=[C:39]([CH:40]=1)[CH2:41][NH:42][C:27](=[O:28])[NH:1][C:2]1[N:6]([C:7]2[CH:12]=[CH:11][CH:10]=[CH:9][CH:8]=2)[N:5]=[C:4]([C:13]([NH:15][CH3:16])=[O:14])[C:3]=1[CH3:17]. The yield is 0.110.